This data is from NCI-60 drug combinations with 297,098 pairs across 59 cell lines. The task is: Regression. Given two drug SMILES strings and cell line genomic features, predict the synergy score measuring deviation from expected non-interaction effect. (1) Drug 1: C1=NC2=C(N1)C(=S)N=C(N2)N. Drug 2: C1CC(C1)(C(=O)O)C(=O)O.[NH2-].[NH2-].[Pt+2]. Cell line: OVCAR-8. Synergy scores: CSS=16.2, Synergy_ZIP=-9.61, Synergy_Bliss=-11.5, Synergy_Loewe=-26.2, Synergy_HSA=-9.39. (2) Drug 1: CC1C(C(=O)NC(C(=O)N2CCCC2C(=O)N(CC(=O)N(C(C(=O)O1)C(C)C)C)C)C(C)C)NC(=O)C3=C4C(=C(C=C3)C)OC5=C(C(=O)C(=C(C5=N4)C(=O)NC6C(OC(=O)C(N(C(=O)CN(C(=O)C7CCCN7C(=O)C(NC6=O)C(C)C)C)C)C(C)C)C)N)C. Drug 2: C(CCl)NC(=O)N(CCCl)N=O. Cell line: M14. Synergy scores: CSS=12.0, Synergy_ZIP=-5.65, Synergy_Bliss=-2.76, Synergy_Loewe=-56.6, Synergy_HSA=0.130. (3) Drug 1: CC1=C(C=C(C=C1)C(=O)NC2=CC(=CC(=C2)C(F)(F)F)N3C=C(N=C3)C)NC4=NC=CC(=N4)C5=CN=CC=C5. Drug 2: B(C(CC(C)C)NC(=O)C(CC1=CC=CC=C1)NC(=O)C2=NC=CN=C2)(O)O. Cell line: NCI/ADR-RES. Synergy scores: CSS=10.3, Synergy_ZIP=-10.0, Synergy_Bliss=-10.0, Synergy_Loewe=-33.2, Synergy_HSA=-9.73. (4) Drug 1: COC1=CC(=CC(=C1O)OC)C2C3C(COC3=O)C(C4=CC5=C(C=C24)OCO5)OC6C(C(C7C(O6)COC(O7)C8=CC=CS8)O)O. Drug 2: C1C(C(OC1N2C=NC(=NC2=O)N)CO)O. Synergy scores: CSS=19.5, Synergy_ZIP=-7.66, Synergy_Bliss=-2.53, Synergy_Loewe=-0.466, Synergy_HSA=1.53. Cell line: PC-3. (5) Drug 1: C1=NC2=C(N1)C(=S)N=C(N2)N. Drug 2: CCC1=C2CN3C(=CC4=C(C3=O)COC(=O)C4(CC)O)C2=NC5=C1C=C(C=C5)O. Cell line: HOP-92. Synergy scores: CSS=51.1, Synergy_ZIP=-15.0, Synergy_Bliss=-6.82, Synergy_Loewe=-17.1, Synergy_HSA=-2.53. (6) Drug 1: C1CN1P(=S)(N2CC2)N3CC3. Drug 2: CC(C)NC(=O)C1=CC=C(C=C1)CNNC.Cl. Cell line: SF-539. Synergy scores: CSS=2.06, Synergy_ZIP=-7.94, Synergy_Bliss=-5.16, Synergy_Loewe=-17.5, Synergy_HSA=-7.46. (7) Drug 1: C1=NC2=C(N=C(N=C2N1C3C(C(C(O3)CO)O)F)Cl)N. Drug 2: CC1CCC2CC(C(=CC=CC=CC(CC(C(=O)C(C(C(=CC(C(=O)CC(OC(=O)C3CCCCN3C(=O)C(=O)C1(O2)O)C(C)CC4CCC(C(C4)OC)OCCO)C)C)O)OC)C)C)C)OC. Cell line: 786-0. Synergy scores: CSS=5.70, Synergy_ZIP=-2.97, Synergy_Bliss=-0.163, Synergy_Loewe=-8.80, Synergy_HSA=-1.95. (8) Drug 1: CCC1(C2=C(COC1=O)C(=O)N3CC4=CC5=C(C=CC(=C5CN(C)C)O)N=C4C3=C2)O.Cl. Drug 2: C1CCC(C(C1)N)N.C(=O)(C(=O)[O-])[O-].[Pt+4]. Cell line: RXF 393. Synergy scores: CSS=11.0, Synergy_ZIP=-4.38, Synergy_Bliss=-0.430, Synergy_Loewe=-2.54, Synergy_HSA=0.756. (9) Drug 1: C1=CC(=CC=C1C#N)C(C2=CC=C(C=C2)C#N)N3C=NC=N3. Drug 2: CC1=C(C(=O)C2=C(C1=O)N3CC4C(C3(C2COC(=O)N)OC)N4)N. Cell line: HCC-2998. Synergy scores: CSS=39.6, Synergy_ZIP=6.34, Synergy_Bliss=11.2, Synergy_Loewe=0.344, Synergy_HSA=9.22. (10) Drug 1: CC1=C(C=C(C=C1)NC2=NC=CC(=N2)N(C)C3=CC4=NN(C(=C4C=C3)C)C)S(=O)(=O)N.Cl. Drug 2: CCC1=C2CN3C(=CC4=C(C3=O)COC(=O)C4(CC)O)C2=NC5=C1C=C(C=C5)O. Cell line: MCF7. Synergy scores: CSS=10.8, Synergy_ZIP=-7.51, Synergy_Bliss=-1.00, Synergy_Loewe=-32.1, Synergy_HSA=-3.93.